Dataset: Forward reaction prediction with 1.9M reactions from USPTO patents (1976-2016). Task: Predict the product of the given reaction. (1) The product is: [CH3:19][O:20][C:21]1[CH:29]=[C:28]2[C:24]([CH:25]=[N:26][NH:27]2)=[CH:23][C:22]=1[NH:30][C:2]1[C:3]2[N:10]=[C:9]([CH2:11][CH2:12][C:13]3[CH:18]=[CH:17][CH:16]=[CH:15][CH:14]=3)[S:8][C:4]=2[N:5]=[CH:6][N:7]=1. Given the reactants Cl[C:2]1[C:3]2[N:10]=[C:9]([CH2:11][CH2:12][C:13]3[CH:18]=[CH:17][CH:16]=[CH:15][CH:14]=3)[S:8][C:4]=2[N:5]=[CH:6][N:7]=1.[CH3:19][O:20][C:21]1[CH:29]=[C:28]2[C:24]([CH:25]=[N:26][NH:27]2)=[CH:23][C:22]=1[NH2:30], predict the reaction product. (2) Given the reactants Cl[C:2]1[CH:7]=[CH:6][N:5]2[N:8]=[CH:9][C:10]([CH:11]=[O:12])=[C:4]2[N:3]=1.[CH3:13][N:14]([CH3:25])[CH2:15][CH2:16][O:17][C:18]1[CH:24]=[CH:23][C:21]([NH2:22])=[CH:20][CH:19]=1.O.ClCCl, predict the reaction product. The product is: [CH3:13][N:14]([CH3:25])[CH2:15][CH2:16][O:17][C:18]1[CH:24]=[CH:23][C:21]([NH:22][C:2]2[CH:7]=[CH:6][N:5]3[N:8]=[CH:9][C:10]([CH:11]=[O:12])=[C:4]3[N:3]=2)=[CH:20][CH:19]=1. (3) Given the reactants [CH:1]([N:14]1[CH2:19][CH2:18][N:17]([C:20]([C@@H:22]2[CH2:24][C@H:23]2[C:25](OCC)=[O:26])=[O:21])[CH2:16][CH2:15]1)([C:8]1[CH:13]=[CH:12][CH:11]=[CH:10][CH:9]=1)[C:2]1[CH:7]=[CH:6][CH:5]=[CH:4][CH:3]=1.[Li+].[BH4-], predict the reaction product. The product is: [CH:1]([N:14]1[CH2:15][CH2:16][N:17]([C:20]([C@@H:22]2[CH2:24][C@H:23]2[CH2:25][OH:26])=[O:21])[CH2:18][CH2:19]1)([C:2]1[CH:7]=[CH:6][CH:5]=[CH:4][CH:3]=1)[C:8]1[CH:9]=[CH:10][CH:11]=[CH:12][CH:13]=1. (4) Given the reactants FC(F)(F)C(O)=O.[CH2:8]([O:12][C:13]1[N:21]=[C:20]2[C:16]([N:17]=[C:18]([O:22][CH3:23])[NH:19]2)=[C:15]([NH2:24])[N:14]=1)[CH2:9][CH2:10][CH3:11].C(=O)([O-])[O-].[K+].[K+].Br[CH2:32][CH:33]1[CH2:38][CH2:37][CH2:36][CH2:35][O:34]1, predict the reaction product. The product is: [CH2:8]([O:12][C:13]1[N:21]=[C:20]2[C:16]([N:17]=[C:18]([O:22][CH3:23])[N:19]2[CH2:32][CH:33]2[CH2:38][CH2:37][CH2:36][CH2:35][O:34]2)=[C:15]([NH2:24])[N:14]=1)[CH2:9][CH2:10][CH3:11]. (5) The product is: [F:1][C:2]1[CH:7]=[CH:6][C:5]([C@:8]2([CH2:29][CH2:30][C:31]([OH:35])=[O:32])[O:13][C:12](=[O:14])[N:11]([C@H:15]([C:17]3[CH:22]=[CH:21][C:20]([O:23][CH2:24][C:25]([F:27])([F:26])[F:28])=[CH:19][CH:18]=3)[CH3:16])[CH2:10][CH2:9]2)=[CH:4][CH:3]=1. Given the reactants [F:1][C:2]1[CH:7]=[CH:6][C:5]([C@:8]2([CH2:29][CH2:30][CH2:31][OH:32])[O:13][C:12](=[O:14])[N:11]([C@H:15]([C:17]3[CH:22]=[CH:21][C:20]([O:23][CH2:24][C:25]([F:28])([F:27])[F:26])=[CH:19][CH:18]=3)[CH3:16])[CH2:10][CH2:9]2)=[CH:4][CH:3]=1.CC(C)=[O:35].OS(O)(=O)=O.O=[Cr](=O)=O, predict the reaction product. (6) Given the reactants [CH:1]([O:4][C:5]([N:7]1[CH:12]([CH2:13][CH3:14])[CH2:11][CH:10]([NH:15][C:16]2[N:21]=[CH:20][C:19]([O:22][CH2:23][C:24]3[CH:29]=[CH:28][CH:27]=[CH:26][CH:25]=3)=[CH:18][N:17]=2)[CH2:9][CH:8]1[CH2:30][CH3:31])=[O:6])([CH3:3])[CH3:2].[H-].[Na+].Br[CH2:35][C:36]1[CH:41]=[C:40]([C:42]([F:45])([F:44])[F:43])[CH:39]=[C:38]([Cl:46])[CH:37]=1.O, predict the reaction product. The product is: [CH:1]([O:4][C:5]([N:7]1[CH:8]([CH2:30][CH3:31])[CH2:9][CH:10]([N:15]([C:16]2[N:21]=[CH:20][C:19]([O:22][CH2:23][C:24]3[CH:29]=[CH:28][CH:27]=[CH:26][CH:25]=3)=[CH:18][N:17]=2)[CH2:35][C:36]2[CH:41]=[C:40]([C:42]([F:43])([F:44])[F:45])[CH:39]=[C:38]([Cl:46])[CH:37]=2)[CH2:11][CH:12]1[CH2:13][CH3:14])=[O:6])([CH3:3])[CH3:2]. (7) Given the reactants C([O:3][C:4]([C:6]1[NH:7][C:8]2[C:13]([CH:14]=1)=[CH:12][C:11]([CH2:15][CH3:16])=[CH:10][CH:9]=2)=[O:5])C.Br[CH2:18][C:19]1[C:28]2[C:23](=[CH:24][CH:25]=[CH:26][CH:27]=2)[CH:22]=[CH:21][CH:20]=1, predict the reaction product. The product is: [CH2:15]([C:11]1[CH:12]=[C:13]2[C:8](=[CH:9][CH:10]=1)[N:7]([CH2:18][C:19]1[C:28]3[C:23](=[CH:24][CH:25]=[CH:26][CH:27]=3)[CH:22]=[CH:21][CH:20]=1)[C:6]([C:4]([OH:3])=[O:5])=[CH:14]2)[CH3:16].